Dataset: Forward reaction prediction with 1.9M reactions from USPTO patents (1976-2016). Task: Predict the product of the given reaction. (1) Given the reactants [C:1]([C:4]1[CH:12]=[CH:11][C:10]([O:13][CH3:14])=[CH:9][C:5]=1[C:6](O)=[O:7])(=O)[CH3:2].O.[NH2:16][NH2:17], predict the reaction product. The product is: [CH3:14][O:13][C:10]1[CH:9]=[C:5]2[C:4]([C:1]([CH3:2])=[N:16][NH:17][C:6]2=[O:7])=[CH:12][CH:11]=1. (2) Given the reactants Cl[S:2]([N:5]=[C:6]=[O:7])(=[O:4])=[O:3].[CH3:8][C:9]([OH:12])([CH3:11])[CH3:10].[C:13]1([C:19]2[S:23][CH:22]=[C:21]([NH:24][CH2:25][C:26]([O:28][CH3:29])=[O:27])[CH:20]=2)[CH:18]=[CH:17][CH:16]=[CH:15][CH:14]=1.C(N(C(C)C)CC)(C)C, predict the reaction product. The product is: [C:9]([O:12][C:6]([NH:5][S:2]([N:24]([C:21]1[CH:20]=[C:19]([C:13]2[CH:18]=[CH:17][CH:16]=[CH:15][CH:14]=2)[S:23][CH:22]=1)[CH2:25][C:26]([O:28][CH3:29])=[O:27])(=[O:4])=[O:3])=[O:7])([CH3:11])([CH3:10])[CH3:8]. (3) Given the reactants [C:1]([N:4]1[C:13]2[C:8](=[CH:9][C:10]([C:14]#[CH:15])=[CH:11][CH:12]=2)[C@H:7]([NH:16][C:17]2[N:22]=[CH:21][CH:20]=[CH:19][N:18]=2)[CH2:6][C@@H:5]1[CH3:23])(=[O:3])[CH3:2].CN(C)C=O.C[Si]([N:33]=[N+:34]=[N-:35])(C)C, predict the reaction product. The product is: [C:1]([N:4]1[C:13]2[C:8](=[CH:9][C:10]([C:14]3[N:33]=[N:34][NH:35][CH:15]=3)=[CH:11][CH:12]=2)[C@H:7]([NH:16][C:17]2[N:18]=[CH:19][CH:20]=[CH:21][N:22]=2)[CH2:6][C@@H:5]1[CH3:23])(=[O:3])[CH3:2]. (4) Given the reactants [C:1]([NH:4][C:5]1[C:10]2[O:11][CH2:12][O:13][C:9]=2[C:8]([C:14]([O:16][CH3:17])=[O:15])=[CH:7][CH:6]=1)(=[O:3])[CH3:2].C1C(=O)N([Cl:25])C(=O)C1, predict the reaction product. The product is: [C:1]([NH:4][C:5]1[C:10]2[O:11][CH2:12][O:13][C:9]=2[C:8]([C:14]([O:16][CH3:17])=[O:15])=[CH:7][C:6]=1[Cl:25])(=[O:3])[CH3:2]. (5) Given the reactants NC[C:3]1[C:12]2[C:7](=[CH:8][CH:9]=[CH:10][CH:11]=2)[C:6]([C:13]([O:15][CH3:16])=[O:14])=[CH:5][CH:4]=1.[C:28]([O:27][C:25](O[C:25]([O:27][C:28]([CH3:31])([CH3:30])[CH3:29])=[O:26])=[O:26])([CH3:31])([CH3:30])[CH3:29].[CH2:32]([N:34](CC)CC)C, predict the reaction product. The product is: [C:25]([C:3]1[C:12]2[C:7](=[CH:8][CH:9]=[CH:10][CH:11]=2)[C:6]([C:13]([O:15][CH3:16])=[O:14])=[C:5]([CH2:32][NH2:34])[CH:4]=1)([O:27][C:28]([CH3:29])([CH3:30])[CH3:31])=[O:26]. (6) Given the reactants [CH3:1][C@H:2]1[CH2:7][N:6]([C:8]2[CH:13]=[CH:12][C:11]([N+:14]([O-])=O)=[CH:10][CH:9]=2)[CH2:5][CH2:4][N:3]1[CH:17]1[CH2:20][O:19][CH2:18]1.[Cl-].[NH4+], predict the reaction product. The product is: [CH3:1][C@@H:2]1[N:3]([CH:17]2[CH2:18][O:19][CH2:20]2)[CH2:4][CH2:5][N:6]([C:8]2[CH:13]=[CH:12][C:11]([NH2:14])=[CH:10][CH:9]=2)[CH2:7]1. (7) Given the reactants C(OC([NH:8][CH:9]1[CH2:14][CH2:13][CH:12]([NH:15][C:16]2[CH:25]=[CH:24][CH:23]=[C:22]3[C:17]=2[C:18]([Cl:26])=[CH:19][N:20]=[CH:21]3)[CH2:11][CH2:10]1)=O)(C)(C)C.Cl.CO, predict the reaction product. The product is: [ClH:26].[Cl:26][C:18]1[C:17]2[C:22](=[CH:23][CH:24]=[CH:25][C:16]=2[NH:15][CH:12]2[CH2:13][CH2:14][CH:9]([NH2:8])[CH2:10][CH2:11]2)[CH:21]=[N:20][CH:19]=1.